From a dataset of Full USPTO retrosynthesis dataset with 1.9M reactions from patents (1976-2016). Predict the reactants needed to synthesize the given product. (1) Given the product [CH2:19]([N:7]1[CH2:6][CH2:5][C:4]2[C:9](=[CH:10][CH:11]=[C:2]([Br:1])[CH:3]=2)[C:8]1=[O:12])[C:20]1[CH:25]=[CH:24][CH:23]=[CH:22][CH:21]=1, predict the reactants needed to synthesize it. The reactants are: [Br:1][C:2]1[CH:3]=[C:4]2[C:9](=[CH:10][CH:11]=1)[C:8](=[O:12])[NH:7][CH2:6][CH2:5]2.CC(C)([O-])C.[K+].[CH2:19](Br)[C:20]1[CH:25]=[CH:24][CH:23]=[CH:22][CH:21]=1.Cl. (2) Given the product [Cl:1][C:2]1[C:3]([C:23]2[N:27]3[CH:28]=[CH:29][CH:30]=[CH:31][C:26]3=[N:25][CH:24]=2)=[N:4][C:5]([NH:8][C:9]2[CH:14]=[CH:13][C:12]([O:15][C@H:16]3[CH2:20][CH2:19][N:18]([C:32](=[O:34])[CH3:33])[CH2:17]3)=[CH:11][C:10]=2[O:21][CH3:22])=[N:6][CH:7]=1, predict the reactants needed to synthesize it. The reactants are: [Cl:1][C:2]1[C:3]([C:23]2[N:27]3[CH:28]=[CH:29][CH:30]=[CH:31][C:26]3=[N:25][CH:24]=2)=[N:4][C:5]([NH:8][C:9]2[CH:14]=[CH:13][C:12]([O:15][C@H:16]3[CH2:20][CH2:19][NH:18][CH2:17]3)=[CH:11][C:10]=2[O:21][CH3:22])=[N:6][CH:7]=1.[C:32](OC(=O)C)(=[O:34])[CH3:33]. (3) Given the product [CH2:24]([O:23][C:21](=[O:22])[CH:20]=[CH:62][CH:33]([NH:32][C:31]([O:30][C:26]([CH3:28])([CH3:27])[CH3:29])=[O:61])[CH2:34][C:35]1[N:36]=[CH:37][N:38]([C:40]([C:47]2[CH:48]=[CH:49][CH:50]=[CH:51][CH:52]=2)([C:53]2[CH:58]=[CH:57][CH:56]=[CH:55][CH:54]=2)[C:41]2[CH:46]=[CH:45][CH:44]=[CH:43][CH:42]=2)[CH:39]=1)[CH3:25], predict the reactants needed to synthesize it. The reactants are: C1(P(=[CH:20][C:21]([O:23][CH2:24][CH3:25])=[O:22])(C2C=CC=CC=2)C2C=CC=CC=2)C=CC=CC=1.[C:26]([O:30][C:31](=[O:61])[NH:32][CH:33](C=O)[CH2:34][C:35]1[N:36]=[CH:37][N:38]([C:40]([C:53]2[CH:58]=[CH:57][CH:56]=[CH:55][CH:54]=2)([C:47]2[CH:52]=[CH:51][CH:50]=[CH:49][CH:48]=2)[C:41]2[CH:46]=[CH:45][CH:44]=[CH:43][CH:42]=2)[CH:39]=1)([CH3:29])([CH3:28])[CH3:27].[CH2:62]1COCC1. (4) Given the product [Cl:15][CH2:16][CH2:17][CH2:18][C@H:19]([CH2:5][CH:3]=[CH2:4])[C:20]([N:22]([C@@H:24]([CH3:33])[C@@H:25]([OH:32])[C:26]1[CH:31]=[CH:30][CH:29]=[CH:28][CH:27]=1)[CH3:23])=[O:21], predict the reactants needed to synthesize it. The reactants are: [Li+].[Cl-].[CH:3](NC(C)C)([CH3:5])[CH3:4].[Li]CCCC.[Cl:15][CH2:16][CH2:17][CH2:18][CH2:19][C:20]([N:22]([C@@H:24]([CH3:33])[C@@H:25]([OH:32])[C:26]1[CH:31]=[CH:30][CH:29]=[CH:28][CH:27]=1)[CH3:23])=[O:21].C(Br)C=C.C([O-])(O)=O.[Na+]. (5) Given the product [CH3:1][O:2][C:3]([C:5]1[C:10]([NH:34][CH2:33][CH2:32][S:31][C:12]([C:19]2[CH:24]=[CH:23][CH:22]=[CH:21][CH:20]=2)([C:13]2[CH:14]=[CH:15][CH:16]=[CH:17][CH:18]=2)[C:25]2[CH:30]=[CH:29][CH:28]=[CH:27][CH:26]=2)=[N:9][CH:8]=[CH:7][N:6]=1)=[O:4], predict the reactants needed to synthesize it. The reactants are: [CH3:1][O:2][C:3]([C:5]1[C:10](Br)=[N:9][CH:8]=[CH:7][N:6]=1)=[O:4].[C:12]([S:31][CH2:32][CH2:33][NH2:34])([C:25]1[CH:30]=[CH:29][CH:28]=[CH:27][CH:26]=1)([C:19]1[CH:24]=[CH:23][CH:22]=[CH:21][CH:20]=1)[C:13]1[CH:18]=[CH:17][CH:16]=[CH:15][CH:14]=1.C(N(CC)CC)C. (6) The reactants are: Cl[C:2]1[N:25]=[C:5]2[C:6]([C:10]3[CH:15]=[CH:14][C:13]([S:16]([CH3:19])(=[O:18])=[O:17])=[CH:12][C:11]=3[O:20][CH2:21][CH:22]([F:24])[F:23])=[CH:7][CH:8]=[CH:9][N:4]2[N:3]=1.[C:26]([O:30][C:31]([N:33]1[CH2:39][CH2:38][C:37]2[CH:40]=[CH:41][C:42]([NH2:44])=[CH:43][C:36]=2[CH2:35][CH2:34]1)=[O:32])([CH3:29])([CH3:28])[CH3:27]. Given the product [C:26]([O:30][C:31]([N:33]1[CH2:39][CH2:38][C:37]2[CH:40]=[CH:41][C:42]([NH:44][C:2]3[N:25]=[C:5]4[C:6]([C:10]5[CH:15]=[CH:14][C:13]([S:16]([CH3:19])(=[O:18])=[O:17])=[CH:12][C:11]=5[O:20][CH2:21][CH:22]([F:24])[F:23])=[CH:7][CH:8]=[CH:9][N:4]4[N:3]=3)=[CH:43][C:36]=2[CH2:35][CH2:34]1)=[O:32])([CH3:29])([CH3:27])[CH3:28], predict the reactants needed to synthesize it. (7) Given the product [CH2:15]([O:17][C:18]1[CH:19]=[C:20]([CH:21]2[C:7]([C:1]3[CH:6]=[CH:5][CH:4]=[CH:3][CH:2]=3)=[C:8]([C:10]3[S:11][CH:12]=[CH:13][CH:14]=3)[NH:33][C:31](=[O:32])[NH:30]2)[CH:23]=[C:24]([N+:27]([O-:29])=[O:28])[C:25]=1[OH:26])[CH3:16], predict the reactants needed to synthesize it. The reactants are: [C:1]1([CH2:7][C:8]([C:10]2[S:11][CH:12]=[CH:13][CH:14]=2)=O)[CH:6]=[CH:5][CH:4]=[CH:3][CH:2]=1.[CH2:15]([O:17][C:18]1[CH:19]=[C:20]([CH:23]=[C:24]([N+:27]([O-:29])=[O:28])[C:25]=1[OH:26])[CH:21]=O)[CH3:16].[NH2:30][C:31]([NH2:33])=[O:32].Cl. (8) Given the product [CH3:27][CH:25]([N:24]1[C:20]([C:15]2[N:16]=[C:17]3[N:13]([CH:14]=2)[CH2:12][CH2:11][O:10][C:9]2[C:18]3=[CH:19][C:6]([C:4](=[O:5])[CH3:29])=[CH:7][CH:8]=2)=[N:21][CH:22]=[N:23]1)[CH3:26], predict the reactants needed to synthesize it. The reactants are: CON(C)[C:4]([C:6]1[CH:19]=[C:18]2[C:9]([O:10][CH2:11][CH2:12][N:13]3[C:17]2=[N:16][C:15]([C:20]2[N:24]([CH:25]([CH3:27])[CH3:26])[N:23]=[CH:22][N:21]=2)=[CH:14]3)=[CH:8][CH:7]=1)=[O:5].[CH3:29][Mg]Cl. (9) Given the product [NH2:38][C@@H:35]1[CH2:36][CH2:37][C@H:32]([NH:31][C@@H:7]([C:8]([N:10]2[CH2:15][CH2:14][CH:13]([N:16]([CH:24]3[CH2:25][CH2:26][CH2:27][CH2:28][CH2:29][CH2:30]3)[C:17]([N:19]([CH2:20][CH3:21])[CH2:22][CH3:23])=[O:18])[CH2:12][CH2:11]2)=[O:9])[CH2:6][C:5]2[CH:4]=[CH:3][C:2]([Cl:1])=[CH:47][CH:46]=2)[CH2:33][CH2:34]1, predict the reactants needed to synthesize it. The reactants are: [Cl:1][C:2]1[CH:47]=[CH:46][C:5]([CH2:6][C@@H:7]([NH:31][C@@H:32]2[CH2:37][CH2:36][C@H:35]([NH:38]C(=O)OC(C)(C)C)[CH2:34][CH2:33]2)[C:8]([N:10]2[CH2:15][CH2:14][CH:13]([N:16]([CH:24]3[CH2:30][CH2:29][CH2:28][CH2:27][CH2:26][CH2:25]3)[C:17]([N:19]([CH2:22][CH3:23])[CH2:20][CH3:21])=[O:18])[CH2:12][CH2:11]2)=[O:9])=[CH:4][CH:3]=1. (10) Given the product [CH2:35]([O:34][C:32](=[O:33])[CH2:31][C:29]1[N:30]=[C:26]([NH:25][C:22]([C:19]2[CH:20]=[CH:21][C:16]3[O:15][CH2:14][CH2:13][N:12]([S:9]([C:4]4[CH:3]=[C:2]([CH3:1])[CH:7]=[C:6]([CH3:8])[CH:5]=4)(=[O:10])=[O:11])[C:17]=3[CH:18]=2)=[O:23])[S:27][CH:28]=1)[CH3:36], predict the reactants needed to synthesize it. The reactants are: [CH3:1][C:2]1[CH:3]=[C:4]([S:9]([N:12]2[C:17]3[CH:18]=[C:19]([C:22](O)=[O:23])[CH:20]=[CH:21][C:16]=3[O:15][CH2:14][CH2:13]2)(=[O:11])=[O:10])[CH:5]=[C:6]([CH3:8])[CH:7]=1.[NH2:25][C:26]1[S:27][CH:28]=[C:29]([CH2:31][C:32]([O:34][CH2:35][CH3:36])=[O:33])[N:30]=1.